Dataset: Forward reaction prediction with 1.9M reactions from USPTO patents (1976-2016). Task: Predict the product of the given reaction. (1) Given the reactants [OH-].[Li+].C([O:5][C:6](=[O:17])[C:7]([C:10]1[CH:15]=[CH:14][CH:13]=[C:12]([Br:16])[CH:11]=1)([F:9])[F:8])C, predict the reaction product. The product is: [Br:16][C:12]1[CH:11]=[C:10]([C:7]([F:8])([F:9])[C:6]([OH:17])=[O:5])[CH:15]=[CH:14][CH:13]=1. (2) Given the reactants Cl[C:2]1[CH:11]=[N:10][C:9]2[C:4](=[CH:5][CH:6]=[C:7]([Cl:12])[CH:8]=2)[N:3]=1.[C:13]1([CH2:19][NH2:20])[CH:18]=[CH:17][CH:16]=[CH:15][CH:14]=1.O, predict the reaction product. The product is: [CH2:19]([NH:20][C:2]1[CH:11]=[N:10][C:9]2[C:4](=[CH:5][CH:6]=[C:7]([Cl:12])[CH:8]=2)[N:3]=1)[C:13]1[CH:18]=[CH:17][CH:16]=[CH:15][CH:14]=1. (3) Given the reactants [F:1][CH:2]([F:20])[CH2:3][NH:4][C:5]1[CH:6]=[N:7][CH:8]=[CH:9][C:10]=1[C:11]1[CH:16]=[CH:15][C:14]([F:17])=[CH:13][C:12]=1[O:18][CH3:19].[F:21][C:22]([F:37])([F:36])[C:23]1[CH:24]=[C:25]([CH:29]=[C:30]([C:32]([F:35])([F:34])[F:33])[N:31]=1)[C:26](O)=[O:27], predict the reaction product. The product is: [F:20][CH:2]([F:1])[CH2:3][N:4]([C:5]1[CH:6]=[N:7][CH:8]=[CH:9][C:10]=1[C:11]1[CH:16]=[CH:15][C:14]([F:17])=[CH:13][C:12]=1[O:18][CH3:19])[C:26](=[O:27])[C:25]1[CH:29]=[C:30]([C:32]([F:33])([F:34])[F:35])[N:31]=[C:23]([C:22]([F:37])([F:21])[F:36])[CH:24]=1. (4) Given the reactants [Cl:1][C:2]1[C:3]([C:10]2[CH:17]=[CH:16][C:13]([CH:14]=O)=[CH:12][CH:11]=2)=[N:4][CH:5]=[C:6]([CH2:8][OH:9])[CH:7]=1.[O:18]1[CH2:23][CH2:22][N:21]([C:24]2[CH:25]=[C:26]([NH2:31])[C:27]([NH2:30])=[CH:28][CH:29]=2)[CH2:20][CH2:19]1, predict the reaction product. The product is: [Cl:1][C:2]1[CH:7]=[C:6]([CH2:8][OH:9])[CH:5]=[N:4][C:3]=1[C:10]1[CH:17]=[CH:16][C:13]([C:14]2[NH:31][C:26]3[CH:25]=[C:24]([N:21]4[CH2:22][CH2:23][O:18][CH2:19][CH2:20]4)[CH:29]=[CH:28][C:27]=3[N:30]=2)=[CH:12][CH:11]=1. (5) Given the reactants [NH2:1]C1C=CC=CN=1.CO[C:10]1[CH:17]=[CH:16][C:13]([C:14]#[N:15])=[CH:12][N:11]=1, predict the reaction product. The product is: [C:14]([NH2:1])(=[NH:15])[C:13]1[CH:16]=[CH:17][CH:10]=[N:11][CH:12]=1. (6) Given the reactants Cl.Cl.[F:3][C:4]1[CH:5]=[CH:6][C:7]2[N:11]=[C:10]([C@@H:12]([NH2:14])[CH3:13])[N:9]([C:15]3[CH:20]=[CH:19][CH:18]=[CH:17][CH:16]=3)[C:8]=2[CH:21]=1.[Cl:22][C:23]1[N:28]=[C:27](Cl)[N:26]=[C:25]([NH2:30])[N:24]=1.CCN(C(C)C)C(C)C, predict the reaction product. The product is: [Cl:22][C:23]1[N:28]=[C:27]([NH:14][C@H:12]([C:10]2[N:9]([C:15]3[CH:16]=[CH:17][CH:18]=[CH:19][CH:20]=3)[C:8]3[CH:21]=[C:4]([F:3])[CH:5]=[CH:6][C:7]=3[N:11]=2)[CH3:13])[N:26]=[C:25]([NH2:30])[N:24]=1. (7) Given the reactants F[C:2]1[CH:7]=[CH:6][C:5]([C:8]([F:11])([F:10])[F:9])=[CH:4][C:3]=1[N+:12]([O-:14])=[O:13].C[N:16]1C[CH2:19][CH2:18][C:17]1=O.C(N)CC, predict the reaction product. The product is: [CH2:17]([NH:16][C:2]1[CH:7]=[CH:6][C:5]([C:8]([F:11])([F:10])[F:9])=[CH:4][C:3]=1[N+:12]([O-:14])=[O:13])[CH2:18][CH3:19]. (8) The product is: [Cl:1][C:2]1[C:7]([C:8]([NH:49][S:46]([C:44]2[CH:43]=[CH:42][CH:41]=[C:40]([N:34]3[CH2:39][CH2:38][CH2:37][CH2:36][CH2:35]3)[N:45]=2)(=[O:47])=[O:48])=[O:10])=[CH:6][CH:5]=[C:4]([N:11]2[CH:15]=[CH:14][C:13]([O:16][CH2:17][C:18]([CH3:21])([CH3:20])[CH3:19])=[N:12]2)[N:3]=1. Given the reactants [Cl:1][C:2]1[C:7]([C:8]([OH:10])=O)=[CH:6][CH:5]=[C:4]([N:11]2[CH:15]=[CH:14][C:13]([O:16][CH2:17][C:18]([CH3:21])([CH3:20])[CH3:19])=[N:12]2)[N:3]=1.C(C1NC=CN=1)(C1NC=CN=1)=O.[N:34]1([C:40]2[N:45]=[C:44]([S:46]([NH2:49])(=[O:48])=[O:47])[CH:43]=[CH:42][CH:41]=2)[CH2:39][CH2:38][CH2:37][CH2:36][CH2:35]1.[H-].[Na+].C(O)(=O)C, predict the reaction product. (9) Given the reactants [CH2:1]([N:3]([CH2:20][CH3:21])[CH2:4][CH2:5][NH:6]C(C1C=CC2C(=CC=C(I)C=2)C=1)=O)[CH3:2].[I:22][C:23]1[C:36]2[C:27](=[N:28][C:29]3[C:34]([CH:35]=2)=[CH:33][CH:32]=[CH:31][CH:30]=3)[C:26]([C:37]([O:39]C)=O)=[CH:25][CH:24]=1.[K+].[Br-].C(N(CC)CCNC(C1N=C2C=CC=CN2C=1)=O)C.C(N(CC)CCNC(C1N=C2C=CC=CN2C=1[Sn](CCCC)(CCCC)CCCC)=O)C.C(N(CC)CCNC(C1N=C2C=CC=CN2C=1I)=O)C, predict the reaction product. The product is: [CH2:1]([N:3]([CH2:20][CH3:21])[CH2:4][CH2:5][NH:6][C:37]([C:26]1[C:27]2[C:36](=[CH:35][C:34]3[C:29]([N:28]=2)=[CH:30][CH:31]=[CH:32][CH:33]=3)[C:23]([I:22])=[CH:24][CH:25]=1)=[O:39])[CH3:2].